Dataset: Full USPTO retrosynthesis dataset with 1.9M reactions from patents (1976-2016). Task: Predict the reactants needed to synthesize the given product. (1) Given the product [C:8]([O:16][C:15]([NH:1][C@@H:2]([CH2:7][C:8]1[CH:9]=[CH:10][C:11]([OH:14])=[CH:12][CH:13]=1)[C:3]([O:5][CH3:6])=[O:4])=[O:18])([CH3:13])([CH3:9])[CH3:7], predict the reactants needed to synthesize it. The reactants are: [NH2:1][C@@H:2]([CH2:7][C:8]1[CH:13]=[CH:12][C:11]([OH:14])=[CH:10][CH:9]=1)[C:3]([O:5][CH3:6])=[O:4].[C:15](=[O:18])(O)[O-:16].[Na+]. (2) Given the product [Br:40][C:41]1[CH:2]=[C:1]([C:3]2[CH:33]=[C:32]([F:34])[CH:31]=[CH:30][C:4]=2[CH2:5][NH:6][C:7]([C:9]2[N:10]=[C:11]3[N:16]([C:17](=[O:27])[C:18]=2[O:19][CH2:20][C:21]2[CH:26]=[CH:25][CH:24]=[CH:23][CH:22]=2)[CH2:15][CH2:14][O:13][C:12]3([CH3:29])[CH3:28])=[O:8])[O:43][N:42]=1, predict the reactants needed to synthesize it. The reactants are: [C:1]([C:3]1[CH:33]=[C:32]([F:34])[CH:31]=[CH:30][C:4]=1[CH2:5][NH:6][C:7]([C:9]1[N:10]=[C:11]2[N:16]([C:17](=[O:27])[C:18]=1[O:19][CH2:20][C:21]1[CH:26]=[CH:25][CH:24]=[CH:23][CH:22]=1)[CH2:15][CH2:14][O:13][C:12]2([CH3:29])[CH3:28])=[O:8])#[CH:2].C(=O)(O)[O-].[K+].[Br:40][C:41](Br)=[N:42][OH:43].